Dataset: Peptide-MHC class I binding affinity with 185,985 pairs from IEDB/IMGT. Task: Regression. Given a peptide amino acid sequence and an MHC pseudo amino acid sequence, predict their binding affinity value. This is MHC class I binding data. (1) The peptide sequence is KMKDPKMYH. The MHC is HLA-A24:03 with pseudo-sequence HLA-A24:03. The binding affinity (normalized) is 0.0847. (2) The binding affinity (normalized) is 0.0847. The MHC is HLA-A01:01 with pseudo-sequence HLA-A01:01. The peptide sequence is RLKPVGSAY.